This data is from Reaction yield outcomes from USPTO patents with 853,638 reactions. The task is: Predict the reaction yield, written as a fraction of the theoretical maximum amount of product (1.0 means a 100% yield; for example, 0.34 means a 34% yield). (1) The reactants are Br[C:2]1[CH:35]=[CH:34][C:5]2[B:6]([C:16]3[C:21]([C:22]([CH3:25])([CH3:24])[CH3:23])=[CH:20][C:19]([C:26]([CH3:29])([CH3:28])[CH3:27])=[CH:18][C:17]=3[C:30]([CH3:33])([CH3:32])[CH3:31])[C:7]3[CH:14]=[CH:13][C:12](Br)=[CH:11][C:8]=3[CH:9]=[CH:10][C:4]=2[CH:3]=1.C([Sn](CCCC)(CCCC)[C:41]1[S:42][CH:43]=[CH:44][CH:45]=1)CCC.[F-].[K+]. The catalyst is CN(C=O)C.C(OCC)C.C1C=CC([P]([Pd]([P](C2C=CC=CC=2)(C2C=CC=CC=2)C2C=CC=CC=2)([P](C2C=CC=CC=2)(C2C=CC=CC=2)C2C=CC=CC=2)[P](C2C=CC=CC=2)(C2C=CC=CC=2)C2C=CC=CC=2)(C2C=CC=CC=2)C2C=CC=CC=2)=CC=1. The product is [S:42]1[CH:43]=[CH:44][CH:45]=[C:41]1[C:12]1[CH:13]=[CH:14][C:7]2[B:6]([C:16]3[C:17]([C:30]([CH3:32])([CH3:31])[CH3:33])=[CH:18][C:19]([C:26]([CH3:29])([CH3:28])[CH3:27])=[CH:20][C:21]=3[C:22]([CH3:25])([CH3:23])[CH3:24])[C:5]3[CH:34]=[CH:35][C:2]([C:43]4[S:42][CH:41]=[CH:45][CH:44]=4)=[CH:3][C:4]=3[CH:10]=[CH:9][C:8]=2[CH:11]=1. The yield is 0.530. (2) The reactants are [N:1]1[C:10]2[C:5](=[CH:6][CH:7]=[CH:8][CH:9]=2)[N:4]=[CH:3][C:2]=1[C:11]([NH:13][C:14]1[CH:18]=[CH:17][S:16][C:15]=1[C:19]([O:21]C)=[O:20])=[O:12].B(Br)(Br)Br. The catalyst is C(Cl)Cl. The product is [N:1]1[C:10]2[C:5](=[CH:6][CH:7]=[CH:8][CH:9]=2)[N:4]=[CH:3][C:2]=1[C:11]([NH:13][C:14]1[CH:18]=[CH:17][S:16][C:15]=1[C:19]([OH:21])=[O:20])=[O:12]. The yield is 0.420. (3) The reactants are [Cl:1][CH:2]([C:14]1[CH:19]=[CH:18][CH:17]=[CH:16][CH:15]=1)[C:3]([C:5]1[C:13]2[C:8](=[CH:9][CH:10]=[CH:11][CH:12]=2)[NH:7][CH:6]=1)=[O:4].[H-].[Na+].[O:22]1[CH2:26][CH2:25][CH:24]([S:27](Cl)(=[O:29])=[O:28])[CH2:23]1.O. The catalyst is CN(C=O)C.CN(C1C=CN=CC=1)C. The product is [Cl:1][CH:2]([C:14]1[CH:19]=[CH:18][CH:17]=[CH:16][CH:15]=1)[C:3]([C:5]1[C:13]2[C:8](=[CH:9][CH:10]=[CH:11][CH:12]=2)[N:7]([S:27]([CH:24]2[CH2:25][CH2:26][O:22][CH2:23]2)(=[O:29])=[O:28])[CH:6]=1)=[O:4]. The yield is 1.00. (4) The catalyst is C1COCC1. The product is [CH:1]1([C:4]([NH:6][S:27]([C:22]2[CH:23]=[CH:24][C:25]([F:26])=[C:20]([CH:21]=2)[C:18]([NH:17][C:12]2[CH:13]=[CH:14][C:15]([F:16])=[C:10]([F:9])[CH:11]=2)=[O:19])(=[O:29])=[O:28])=[O:5])[CH2:3][CH2:2]1. The reactants are [CH:1]1([C:4]([NH2:6])=[O:5])[CH2:3][CH2:2]1.[H-].[Na+].[F:9][C:10]1[CH:11]=[C:12]([NH:17][C:18]([C:20]2[CH:21]=[C:22]([S:27](Cl)(=[O:29])=[O:28])[CH:23]=[CH:24][C:25]=2[F:26])=[O:19])[CH:13]=[CH:14][C:15]=1[F:16]. The yield is 0.0500. (5) The reactants are Br[C:2]1[C:10]2[O:11][CH2:12][CH2:13][C:9]=2[C:8]2[C:7](=[O:14])[CH2:6][CH2:5][C:4]=2[C:3]=1Br.C([O-])(=O)C.[Na+].[H][H]. The catalyst is [Pd].CO. The product is [CH2:13]1[CH2:12][O:11][C:10]2[CH:2]=[CH:3][C:4]3[CH2:5][CH2:6][C:7](=[O:14])[C:8]=3[C:9]1=2. The yield is 0.866. (6) The reactants are [OH:1][C:2]1[C:3]2[CH:20]=[CH:19][S:18][C:4]=2[N:5]([CH2:14][CH:15]([CH3:17])[CH3:16])[C:6](=[O:13])[C:7]=1[C:8]([O:10]CC)=O.[N:21]1([CH2:27][CH2:28][CH2:29][NH2:30])[CH2:26][CH2:25][CH2:24][CH2:23][CH2:22]1. The catalyst is C1(C)C=CC=CC=1. The product is [OH:1][C:2]1[C:3]2[CH:20]=[CH:19][S:18][C:4]=2[N:5]([CH2:14][CH:15]([CH3:16])[CH3:17])[C:6](=[O:13])[C:7]=1[C:8]([NH:30][CH2:29][CH2:28][CH2:27][N:21]1[CH2:26][CH2:25][CH2:24][CH2:23][CH2:22]1)=[O:10]. The yield is 0.830.